The task is: Predict the reactants needed to synthesize the given product.. This data is from Full USPTO retrosynthesis dataset with 1.9M reactions from patents (1976-2016). (1) Given the product [CH2:1]=[C:2]1[C@H:6]([CH2:7][OH:8])[C@@H:5]([OH:9])[CH2:4][C@@H:3]1[N:10]1[C:14]2[NH:15][C:16]([NH2:20])=[N:17][C:18](=[O:19])[C:13]=2[N:12]=[CH:11]1.[OH2:22], predict the reactants needed to synthesize it. The reactants are: [CH2:1]=[C:2]1[C@H:6]([CH2:7][OH:8])[C@@H:5]([OH:9])[CH2:4][C@@H:3]1[N:10]1[C:14]2[N:15]=[C:16]([NH2:20])[NH:17][C:18](=[O:19])[C:13]=2[N:12]=[CH:11]1.C(O)(C(F)(F)F)=[O:22]. (2) Given the product [CH2:30]([NH:1][C:2]1[CH:7]=[C:6]([CH2:8][CH2:9][C:10]([O:12][CH3:13])=[O:11])[CH:5]=[CH:4][C:3]=1[C:14]1[CH:19]=[CH:18][CH:17]=[C:16]([N:20]([CH3:29])[C:21]([NH:23][CH2:24][CH2:25][CH2:26][CH2:27][CH3:28])=[O:22])[CH:15]=1)[C:31]1[CH:36]=[CH:35][CH:34]=[CH:33][CH:32]=1, predict the reactants needed to synthesize it. The reactants are: [NH2:1][C:2]1[CH:7]=[C:6]([CH2:8][CH2:9][C:10]([O:12][CH3:13])=[O:11])[CH:5]=[CH:4][C:3]=1[C:14]1[CH:19]=[CH:18][CH:17]=[C:16]([N:20]([CH3:29])[C:21]([NH:23][CH2:24][CH2:25][CH2:26][CH2:27][CH3:28])=[O:22])[CH:15]=1.[CH:30](=O)[C:31]1[CH:36]=[CH:35][CH:34]=[CH:33][CH:32]=1.C([BH3-])#N.[Na+].[Cl-].[NH4+]. (3) Given the product [Cl:1][C:2]1[N:7]=[C:6]([N:10]2[CH2:15][CH2:14][O:13][CH2:12][CH:11]2[C:16]([NH:21][CH:25]2[CH2:27][CH2:26]2)=[O:18])[C:5]([F:9])=[CH:4][N:3]=1, predict the reactants needed to synthesize it. The reactants are: [Cl:1][C:2]1[N:7]=[C:6](Cl)[C:5]([F:9])=[CH:4][N:3]=1.[NH:10]1[CH2:15][CH2:14][O:13][CH2:12][CH:11]1[C:16]([OH:18])=O.CC[N:21]([CH:25]([CH3:27])[CH3:26])C(C)C.CN(C(ON1N=NC2C=CC=NC1=2)=[N+](C)C)C.F[P-](F)(F)(F)(F)F.C1(N)CC1. (4) The reactants are: [OH:1][C:2]1[C:11]2[C:6](=[CH:7][C:8]([CH3:12])=[CH:9][CH:10]=2)[N:5]=[C:4]([C:13]([OH:15])=O)[CH:3]=1.[CH2:16]([O:20][C:21]([N:23]1[CH2:28][CH2:27][N:26]([C:29](=[O:41])[C@@H:30]([NH2:40])[CH2:31][CH2:32][C:33]([O:35][C:36]([CH3:39])([CH3:38])[CH3:37])=[O:34])[CH2:25][CH2:24]1)=[O:22])[CH2:17][CH2:18][CH3:19].C1C=CC2N(O)N=NC=2C=1.C(Cl)CCl. Given the product [CH2:16]([O:20][C:21]([N:23]1[CH2:28][CH2:27][N:26]([C:29](=[O:41])[C@@H:30]([NH:40][C:13]([C:4]2[CH:3]=[C:2]([OH:1])[C:11]3[C:6](=[CH:7][C:8]([CH3:12])=[CH:9][CH:10]=3)[N:5]=2)=[O:15])[CH2:31][CH2:32][C:33]([O:35][C:36]([CH3:39])([CH3:38])[CH3:37])=[O:34])[CH2:25][CH2:24]1)=[O:22])[CH2:17][CH2:18][CH3:19], predict the reactants needed to synthesize it.